Predict the reaction yield, written as a fraction of the theoretical maximum amount of product (1.0 means a 100% yield; for example, 0.34 means a 34% yield). From a dataset of Reaction yield outcomes from USPTO patents with 853,638 reactions. (1) The reactants are [F:1][C:2]1[CH:11]=[CH:10][C:9]([C:12]2[N:17]=[C:16]3[N:18]([CH2:21][C:22]4[CH:23]=[C:24]5[C:29](=[CH:30][CH:31]=4)[N:28]=[CH:27][CH:26]=[CH:25]5)[N:19]=[N:20][C:15]3=[CH:14][CH:13]=2)=[CH:8][C:3]=1[C:4]([O:6]C)=[O:5].[OH-].[Li+].C1COCC1.Cl. The yield is 0.780. The product is [F:1][C:2]1[CH:11]=[CH:10][C:9]([C:12]2[N:17]=[C:16]3[N:18]([CH2:21][C:22]4[CH:23]=[C:24]5[C:29](=[CH:30][CH:31]=4)[N:28]=[CH:27][CH:26]=[CH:25]5)[N:19]=[N:20][C:15]3=[CH:14][CH:13]=2)=[CH:8][C:3]=1[C:4]([OH:6])=[O:5]. The catalyst is CO.O. (2) The reactants are [F:1][C:2]1[CH:7]=[C:6](B2OC(C)(C)C(C)(C)O2)[CH:5]=[CH:4][C:3]=1[C:17]1[N:18]=[C:19]2[CH:25]=[CH:24][NH:23][C:20]2=[N:21][CH:22]=1.Br[C:27]1[CH:32]=[CH:31][CH:30]=[CH:29][C:28]=1[S:33]([NH:36][CH:37]([CH3:42])[C:38]([F:41])([F:40])[F:39])(=[O:35])=[O:34].C(Cl)Cl.C([O-])(O)=O.[Na+]. The catalyst is C1C=CC(P(C2C=CC=CC=2)[C-]2C=CC=C2)=CC=1.C1C=CC(P(C2C=CC=CC=2)[C-]2C=CC=C2)=CC=1.Cl[Pd]Cl.[Fe+2].C(#N)C. The product is [F:1][C:2]1[CH:7]=[C:6]([C:27]2[C:28]([S:33]([NH:36][CH:37]([CH3:42])[C:38]([F:39])([F:40])[F:41])(=[O:34])=[O:35])=[CH:29][CH:30]=[CH:31][CH:32]=2)[CH:5]=[CH:4][C:3]=1[C:17]1[N:18]=[C:19]2[CH:25]=[CH:24][NH:23][C:20]2=[N:21][CH:22]=1. The yield is 0.640. (3) The reactants are ClC(Cl)(OC(=O)[O:6][C:7]([Cl:10])(Cl)Cl)Cl.[Cl:13][C:14]1[CH:15]=[C:16]([CH:21]2[CH2:25][NH:24][CH2:23][CH:22]2[CH:26]([O:28][C:29]2[CH:36]=[CH:35][C:32]([C:33]#[N:34])=[CH:31][N:30]=2)[CH3:27])[CH:17]=[CH:18][C:19]=1[Cl:20].N1C=CC=CC=1.CCOC(C)=O. The product is [C:33]([C:32]1[CH:35]=[CH:36][C:29]([O:28][CH:26]([CH:22]2[CH:21]([C:16]3[CH:17]=[CH:18][C:19]([Cl:20])=[C:14]([Cl:13])[CH:15]=3)[CH2:25][N:24]([C:7]([Cl:10])=[O:6])[CH2:23]2)[CH3:27])=[N:30][CH:31]=1)#[N:34]. The yield is 0.570. The catalyst is C(Cl)Cl. (4) The reactants are C(N(CC)CC)C.[NH2:8][C:9]1[CH:16]=[CH:15][C:12]([C:13]#[N:14])=[C:11]([C:17]([F:20])([F:19])[F:18])[CH:10]=1.Cl[C:22](Cl)([O:24][C:25](=[O:31])OC(Cl)(Cl)Cl)Cl.[CH3:33][O:34][C:35]1[CH:36]=[C:37]([C@:43]23[CH2:51][CH2:50][C@H:49]([NH2:52])[CH2:48][C@H:47]2[N:46]([CH3:53])[CH2:45][CH2:44]3)[CH:38]=[CH:39][C:40]=1[O:41][CH3:42]. The catalyst is C(Cl)Cl. The product is [F:18][C:17]([F:20])([F:19])[C:25]([OH:24])=[O:31].[C:13]([C:12]1[CH:15]=[CH:16][C:9]([NH:8][C:22]([NH:52][C@@H:49]2[CH2:48][C@@H:47]3[C@@:43]([C:37]4[CH:38]=[CH:39][C:40]([O:41][CH3:42])=[C:35]([O:34][CH3:33])[CH:36]=4)([CH2:44][CH2:45][N:46]3[CH3:53])[CH2:51][CH2:50]2)=[O:24])=[CH:10][C:11]=1[C:17]([F:18])([F:19])[F:20])#[N:14]. The yield is 0.330. (5) The reactants are [CH:1]1([C:7]2[CH:13]=[CH:12][C:10]([NH2:11])=[CH:9][CH:8]=2)[CH2:6][CH2:5][CH2:4][CH2:3][CH2:2]1.Cl[S:15]([N:18]=C=O)(=[O:17])=[O:16].[Cl-].[Cl-].[Cl-].[Al+3]. The catalyst is [N+](CC)([O-])=O. The product is [NH2:11][C:10]1[CH:9]=[CH:8][C:7]([CH:1]2[CH2:2][CH2:3][CH2:4][CH2:5][CH2:6]2)=[CH:13][C:12]=1[S:15]([NH2:18])(=[O:17])=[O:16]. The yield is 0.310. (6) The reactants are C1(P(=O)(C2C=CC=CC=2)C2C=CC=CC=2)C=CC=CC=1.FC(F)(F)S(OS(C(F)(F)F)(=O)=O)(=O)=O.[C:36]([O:42][C:43]1[CH:44]=[C:45]2[C:49](=[C:50]([N+:52]([O-:54])=[O:53])[CH:51]=1)[NH:48][C:47]([C:55]([NH:57][CH2:58][CH:59]([S:65]CC1C=CC=CC=1)[CH:60]([O:63][CH3:64])[O:61][CH3:62])=O)=[CH:46]2)(=[O:41])[C:37]([CH3:40])([CH3:39])[CH3:38].C1(SC)C=CC=CC=1.C(=O)([O-])O.[Na+]. The catalyst is ClCCl. The product is [C:36]([O:42][C:43]1[CH:44]=[C:45]2[C:49](=[C:50]([N+:52]([O-:54])=[O:53])[CH:51]=1)[NH:48][C:47]([C:55]1[S:65][CH:59]([CH:60]([O:61][CH3:62])[O:63][CH3:64])[CH2:58][N:57]=1)=[CH:46]2)(=[O:41])[C:37]([CH3:39])([CH3:38])[CH3:40]. The yield is 0.580. (7) The reactants are [CH3:1][N:2]1[C:6]([C:7]2[CH:8]=[C:9]([O:14][CH2:15][CH:16]3[CH2:21][CH2:20][NH:19][CH2:18][CH2:17]3)[C:10]([NH2:13])=[N:11][CH:12]=2)=[CH:5][N:4]=[N:3]1.[Cl:22][C:23]1[N:28]=[C:27]([C:29]([O:31][CH3:32])=[O:30])[CH:26]=[C:25](Cl)[N:24]=1.CCN(C(C)C)C(C)C.CCOC(C)=O. The catalyst is CO.C1COCC1. The product is [NH2:13][C:10]1[C:9]([O:14][CH2:15][CH:16]2[CH2:21][CH2:20][N:19]([C:25]3[N:24]=[C:23]([Cl:22])[N:28]=[C:27]([C:29]([O:31][CH3:32])=[O:30])[CH:26]=3)[CH2:18][CH2:17]2)=[CH:8][C:7]([C:6]2[N:2]([CH3:1])[N:3]=[N:4][CH:5]=2)=[CH:12][N:11]=1. The yield is 0.590. (8) The reactants are [CH:1]([C:4]1[C:13]2[C:8](=[C:9]([CH3:15])[CH:10]=[CH:11][C:12]=2[CH3:14])[N:7]=[C:6](O)[CH:5]=1)([CH3:3])[CH3:2].O=P(Cl)(Cl)[Cl:19]. The catalyst is C1(C)C=CC=CC=1. The product is [Cl:19][C:6]1[CH:5]=[C:4]([CH:1]([CH3:3])[CH3:2])[C:13]2[C:8](=[C:9]([CH3:15])[CH:10]=[CH:11][C:12]=2[CH3:14])[N:7]=1. The yield is 0.710. (9) The product is [CH3:16][C:4]1[CH:5]=[C:6]([O:8][CH2:9][CH2:10][CH2:11][S:12]([CH3:15])(=[O:14])=[O:13])[CH:7]=[C:2]([CH3:1])[C:3]=1[C:17]1[CH:22]=[CH:21][CH:20]=[C:19]([CH2:23][O:24][C:25]2[CH:38]=[CH:37][C:28]3[C@H:29]([CH2:32][C:33]([OH:35])=[O:34])[CH2:30][O:31][C:27]=3[CH:26]=2)[CH:18]=1. The reactants are [CH3:1][C:2]1[CH:7]=[C:6]([O:8][CH2:9][CH2:10][CH2:11][S:12]([CH3:15])(=[O:14])=[O:13])[CH:5]=[C:4]([CH3:16])[C:3]=1[C:17]1[CH:22]=[CH:21][CH:20]=[C:19]([CH2:23][O:24][C:25]2[CH:38]=[CH:37][C:28]3[C@H:29]([CH2:32][C:33]([O:35]C)=[O:34])[CH2:30][O:31][C:27]=3[CH:26]=2)[CH:18]=1.CO.[OH-].[Na+].Cl. The yield is 0.880. The catalyst is O.O1CCCC1.